Predict the reactants needed to synthesize the given product. From a dataset of Full USPTO retrosynthesis dataset with 1.9M reactions from patents (1976-2016). (1) Given the product [CH2:5]=[CH:6][C:7]1[CH:12]=[CH:11][CH:10]=[CH:9][CH:8]=1.[CH2:1]=[CH:2][CH:3]=[CH2:4].[CH2:5]=[CH:6][C:7]1[CH:12]=[CH:11][CH:10]=[CH:9][CH:8]=1, predict the reactants needed to synthesize it. The reactants are: [CH2:1]=[CH:2][CH:3]=[CH2:4].[CH2:5]=[CH:6][C:7]1[CH:12]=[CH:11][CH:10]=[CH:9][CH:8]=1.[Li]CCCC.C(OC(=O)C1C=CC=CC=1)C. (2) Given the product [CH2:1]([O:8][C:9]1[CH:14]=[CH:13][C:12]([Cl:15])=[CH:11][C:10]=1[C:16](=[O:37])[C:17](=[P:18]([C:25]1[CH:26]=[CH:27][CH:28]=[CH:29][CH:30]=1)([C:31]1[CH:36]=[CH:35][CH:34]=[CH:33][CH:32]=1)[C:19]1[CH:24]=[CH:23][CH:22]=[CH:21][CH:20]=1)[C:46](=[O:52])[C:47]([O:49][CH2:50][CH3:51])=[O:48])[C:2]1[CH:7]=[CH:6][CH:5]=[CH:4][CH:3]=1, predict the reactants needed to synthesize it. The reactants are: [CH2:1]([O:8][C:9]1[CH:14]=[CH:13][C:12]([Cl:15])=[CH:11][C:10]=1[C:16](=[O:37])[CH:17]=[P:18]([C:31]1[CH:36]=[CH:35][CH:34]=[CH:33][CH:32]=1)([C:25]1[CH:30]=[CH:29][CH:28]=[CH:27][CH:26]=1)[C:19]1[CH:24]=[CH:23][CH:22]=[CH:21][CH:20]=1)[C:2]1[CH:7]=[CH:6][CH:5]=[CH:4][CH:3]=1.CCN(CC)CC.Cl[C:46](=[O:52])[C:47]([O:49][CH2:50][CH3:51])=[O:48].O. (3) Given the product [CH2:7]([C:5]1[S:6][C:2]([CH:27]2[CH2:28][CH2:29][O:24][CH2:25][CH2:26]2)=[CH:3][C:4]=1[C:9]([O:11][CH2:12][CH3:13])=[O:10])[CH3:8], predict the reactants needed to synthesize it. The reactants are: Br[C:2]1[S:6][C:5]([CH2:7][CH3:8])=[C:4]([C:9]([O:11][CH2:12][CH3:13])=[O:10])[CH:3]=1.C([Mg]Br)(C)C.O1CCCC1.[O:24]1[CH2:29][CH2:28][C:27](=O)[CH2:26][CH2:25]1.[Cl-].[NH4+].C([SiH](CC)CC)C.